Dataset: Forward reaction prediction with 1.9M reactions from USPTO patents (1976-2016). Task: Predict the product of the given reaction. (1) Given the reactants Cl[C:2]1[CH:3]=[CH:4][C:5]2[O:14][CH2:13][CH2:12][C:11]3[CH:10]=[C:9]([C:15]4[N:16]([C:20]5[CH:25]=[CH:24][C:23]([F:26])=[CH:22][C:21]=5[F:27])[N:17]=[CH:18][N:19]=4)[S:8][C:7]=3[C:6]=2[N:28]=1.N1CCOCC1.C(N1C[CH2:45][N:44]2[CH2:47][CH2:48][N:49]([CH2:50][CH2:51]CC)P1N(CCCC)CC2)CCC.CC(C)([O-])C, predict the reaction product. The product is: [F:27][C:21]1[CH:22]=[C:23]([F:26])[CH:24]=[CH:25][C:20]=1[N:16]1[C:15]([C:9]2[S:8][C:7]3[C:6]4[N:28]=[C:2]([N:49]5[CH2:48][CH2:47][N:44]([CH3:45])[CH2:51][CH2:50]5)[CH:3]=[CH:4][C:5]=4[O:14][CH2:13][CH2:12][C:11]=3[CH:10]=2)=[N:19][CH:18]=[N:17]1. (2) The product is: [Cl:15][C:16]1[CH:17]=[C:18]([NH:24][C:25](=[O:33])[CH2:26][CH:27]([CH3:32])[CH2:28][C:29]([NH:1][C:2]2[CH:3]=[CH:4][C:5]3[N:10]([CH2:11][CH3:12])[C:9](=[O:13])[CH2:8][O:7][C:6]=3[CH:14]=2)=[O:30])[CH:19]=[CH:20][C:21]=1[C:22]#[N:23]. Given the reactants [NH2:1][C:2]1[CH:3]=[CH:4][C:5]2[N:10]([CH2:11][CH3:12])[C:9](=[O:13])[CH2:8][O:7][C:6]=2[CH:14]=1.[Cl:15][C:16]1[CH:17]=[C:18]([NH:24][C:25](=[O:33])[CH2:26][CH:27]([CH3:32])[CH2:28][C:29](O)=[O:30])[CH:19]=[CH:20][C:21]=1[C:22]#[N:23].CCN(C(C)C)C(C)C.CN(C(ON1N=NC2C=CC=NC1=2)=[N+](C)C)C.F[P-](F)(F)(F)(F)F, predict the reaction product. (3) Given the reactants [CH2:1]([O:3][C:4]1[CH:13]=[C:12]2[C:7]([C:8]([NH:14][C:15]3[CH:20]=[CH:19][C:18]([O:21][C:22]4[CH:27]=[CH:26][CH:25]=[CH:24][CH:23]=4)=[CH:17][CH:16]=3)=[N:9][CH:10]=[N:11]2)=[CH:6][C:5]=1[NH:28][C:29](=[O:39])[CH2:30]P(=O)(OCC)OCC)[CH3:2].[CH3:40][N:41]([CH3:49])[CH2:42][CH:43](O)S([O-])(=O)=O.[Na+].[Li+].[Cl-].C(O[K])(C)(C)C, predict the reaction product. The product is: [CH3:40][N:41]([CH3:49])[CH2:42]/[CH:43]=[CH:30]/[C:29]([NH:28][C:5]1[CH:6]=[C:7]2[C:12](=[CH:13][C:4]=1[O:3][CH2:1][CH3:2])[N:11]=[CH:10][N:9]=[C:8]2[NH:14][C:15]1[CH:16]=[CH:17][C:18]([O:21][C:22]2[CH:23]=[CH:24][CH:25]=[CH:26][CH:27]=2)=[CH:19][CH:20]=1)=[O:39]. (4) Given the reactants CS(C)=O.C(Cl)(=O)C(Cl)=O.[Cl:11][C:12]1[CH:13]=[C:14]([C:18]2[N:26]=[C:25]([C:27]3[NH:31][C:30](=[O:32])[O:29][N:28]=3)[N:24]=[C:23]3[C:19]=2[N:20]([CH2:41][C@H:42]2[CH2:47][CH2:46][C@H:45]([CH3:48])[CH2:44][CH2:43]2)[C:21]([CH:33]([OH:40])[CH:34]2[CH2:39][CH2:38][O:37][CH2:36][CH2:35]2)=[N:22]3)[CH:15]=[CH:16][CH:17]=1.C(N(CC)CC)C, predict the reaction product. The product is: [Cl:11][C:12]1[CH:13]=[C:14]([C:18]2[N:26]=[C:25]([C:27]3[NH:31][C:30](=[O:32])[O:29][N:28]=3)[N:24]=[C:23]3[C:19]=2[N:20]([CH2:41][C@H:42]2[CH2:47][CH2:46][C@H:45]([CH3:48])[CH2:44][CH2:43]2)[C:21]([C:33]([CH:34]2[CH2:35][CH2:36][O:37][CH2:38][CH2:39]2)=[O:40])=[N:22]3)[CH:15]=[CH:16][CH:17]=1. (5) Given the reactants [CH3:1][O:2][C:3]1[CH:4]=[C:5]2[C:10](=[CH:11][C:12]=1[O:13][CH3:14])[N:9]=[CH:8][CH:7]=[C:6]2[O:15][C:16]1[C:17]([CH:23]([C:25]2[CH:30]=[CH:29][CH:28]=[CH:27][CH:26]=2)[OH:24])=[N:18][C:19]([CH3:22])=[CH:20][CH:21]=1.C(N(CC)CC)C.[C:38](OC(=O)C)(=[O:40])[CH3:39].O, predict the reaction product. The product is: [C:38]([O:24][CH:23]([C:17]1[C:16]([O:15][C:6]2[C:5]3[C:10](=[CH:11][C:12]([O:13][CH3:14])=[C:3]([O:2][CH3:1])[CH:4]=3)[N:9]=[CH:8][CH:7]=2)=[CH:21][CH:20]=[C:19]([CH3:22])[N:18]=1)[C:25]1[CH:30]=[CH:29][CH:28]=[CH:27][CH:26]=1)(=[O:40])[CH3:39]. (6) Given the reactants [CH3:1][O:2][C:3]1[CH:8]=[CH:7][C:6]([Cl:9])=[CH:5][C:4]=1B(O)O.C(C1C=CC(B(O)O)=CC=1)(O)=O.Cl[C:26]1[CH:27]=[C:28]([CH:32]=[CH:33][N:34]=1)[C:29]([OH:31])=[O:30], predict the reaction product. The product is: [Cl:9][C:6]1[CH:7]=[CH:8][C:3]([O:2][CH3:1])=[C:4]([C:26]2[CH:27]=[C:28]([CH:32]=[CH:33][N:34]=2)[C:29]([OH:31])=[O:30])[CH:5]=1. (7) Given the reactants [I:1][C:2]1[CH:7]=[CH:6][CH:5]=[CH:4][C:3]=1[OH:8].C1(C)C=CC(S([O-])(=O)=O)=CC=1.[NH+]1C=CC=CC=1.[O:26]1[CH:31]=[CH:30][CH2:29][CH2:28][CH2:27]1, predict the reaction product. The product is: [I:1][C:2]1[CH:7]=[CH:6][CH:5]=[CH:4][C:3]=1[O:8][CH:27]1[CH2:28][CH2:29][CH2:30][CH2:31][O:26]1.